This data is from Forward reaction prediction with 1.9M reactions from USPTO patents (1976-2016). The task is: Predict the product of the given reaction. (1) Given the reactants [Cl:1][C:2]1[CH:7]=[C:6]([O:8][C:9]([F:12])([F:11])[F:10])[CH:5]=[CH:4][C:3]=1[C:13]1[N:18]=[CH:17][N:16]=[C:15]([NH:19][C@H:20]([CH3:24])[CH2:21][O:22][CH3:23])[C:14]=1[NH2:25].[C:26](OCC)(=[O:30])[C:27]([CH3:29])=O, predict the reaction product. The product is: [Cl:1][C:2]1[CH:7]=[C:6]([O:8][C:9]([F:10])([F:12])[F:11])[CH:5]=[CH:4][C:3]=1[C:13]1[C:14]2[N:25]=[C:27]([CH3:29])[C:26](=[O:30])[N:19]([C@H:20]([CH3:24])[CH2:21][O:22][CH3:23])[C:15]=2[N:16]=[CH:17][N:18]=1. (2) Given the reactants [Cl:1][C:2]1[CH:27]=[CH:26][C:5]([CH2:6][N:7]2[C:12](=[O:13])[C:11](Br)=[N:10][N:9]([C:15]3[CH:16]=[C:17]([NH:21][C:22](=[O:24])[CH3:23])[CH:18]=[CH:19][CH:20]=3)[C:8]2=[O:25])=[CH:4][CH:3]=1.[CH3:28][NH:29][CH3:30].CO, predict the reaction product. The product is: [Cl:1][C:2]1[CH:27]=[CH:26][C:5]([CH2:6][N:7]2[C:12](=[O:13])[C:11]([N:29]([CH3:30])[CH3:28])=[N:10][N:9]([C:15]3[CH:16]=[C:17]([NH:21][C:22](=[O:24])[CH3:23])[CH:18]=[CH:19][CH:20]=3)[C:8]2=[O:25])=[CH:4][CH:3]=1. (3) Given the reactants [C:1]([O:5][C:6]([NH:8][CH2:9][C:10]1[CH:18]=[CH:17][C:13]([C:14]([OH:16])=O)=[CH:12][CH:11]=1)=[O:7])([CH3:4])([CH3:3])[CH3:2].CCN(C(C)C)C(C)C.CN(C(ON1N=NC2C=CC=NC1=2)=[N+](C)C)C.F[P-](F)(F)(F)(F)F.[NH2:52][CH2:53][C:54]1[CH:66]=[CH:65][C:57]([O:58][CH2:59][C:60]([O:62][CH2:63][CH3:64])=[O:61])=[CH:56][CH:55]=1, predict the reaction product. The product is: [C:1]([O:5][C:6]([NH:8][CH2:9][C:10]1[CH:11]=[CH:12][C:13]([C:14]([NH:52][CH2:53][C:54]2[CH:66]=[CH:65][C:57]([O:58][CH2:59][C:60]([O:62][CH2:63][CH3:64])=[O:61])=[CH:56][CH:55]=2)=[O:16])=[CH:17][CH:18]=1)=[O:7])([CH3:2])([CH3:3])[CH3:4]. (4) Given the reactants [NH:1]1[C:11]2[C:6](=[CH:7][CH:8]=[CH:9][CH:10]=2)[C:4](=[O:5])[C:2]1=O.O.[NH2:13][NH2:14], predict the reaction product. The product is: [NH:1]1[C:11]2[C:6](=[CH:7][CH:8]=[CH:9][CH:10]=2)[C:4](=[O:5])[C:2]1=[N:13][NH2:14]. (5) Given the reactants [Cl:1][C:2]1[CH:3]=[C:4]([CH2:8][C:9]([C:11]2[CH:16]=[CH:15][C:14]([Cl:17])=[CH:13][CH:12]=2)=[O:10])[CH:5]=[CH:6][CH:7]=1.[C:18]([O:22][CH3:23])(=[O:21])[CH:19]=[CH2:20].CC(C)([O-])C.[K+], predict the reaction product. The product is: [Cl:1][C:2]1[CH:3]=[C:4]([CH:8]([C:9]([C:11]2[CH:12]=[CH:13][C:14]([Cl:17])=[CH:15][CH:16]=2)=[O:10])[CH2:20][CH2:19][C:18]([O:22][CH3:23])=[O:21])[CH:5]=[CH:6][CH:7]=1. (6) Given the reactants [CH3:1][O:2][CH2:3][CH2:4][CH2:5][CH2:6][CH2:7][N:8]1[CH2:13][CH2:12][C:11](=O)[CH2:10][CH2:9]1.Cl.[NH2:16][OH:17], predict the reaction product. The product is: [CH3:1][O:2][CH2:3][CH2:4][CH2:5][CH2:6][CH2:7][N:8]1[CH2:13][CH2:12][C:11](=[N:16][OH:17])[CH2:10][CH2:9]1. (7) Given the reactants [N:1]12[CH2:7][C:4]([C:8]([C:16]3[CH:21]=[CH:20][CH:19]=[CH:18][CH:17]=3)([C:10]3[CH:15]=[CH:14][CH:13]=[CH:12][CH:11]=3)[OH:9])([CH2:5][CH2:6]1)[CH2:3][CH2:2]2.[Br:22][CH2:23][CH2:24][CH2:25][O:26][C:27]1[CH:32]=[CH:31][CH:30]=[CH:29][CH:28]=1, predict the reaction product. The product is: [Br-:22].[OH:9][C:8]([C:16]1[CH:21]=[CH:20][CH:19]=[CH:18][CH:17]=1)([C:10]1[CH:15]=[CH:14][CH:13]=[CH:12][CH:11]=1)[C:4]12[CH2:7][N+:1]([CH2:23][CH2:24][CH2:25][O:26][C:27]3[CH:32]=[CH:31][CH:30]=[CH:29][CH:28]=3)([CH2:6][CH2:5]1)[CH2:2][CH2:3]2. (8) Given the reactants I[C:2]1[C:10]2[C:5](=[N:6][CH:7]=[N:8][C:9]=2[NH2:11])[N:4]([C@H:12]2[CH2:17][CH2:16][C@@H:15]([N:18]3[CH2:23][CH2:22][N:21]([CH3:24])[CH2:20][CH2:19]3)[CH2:14][CH2:13]2)[N:3]=1.CC1(C)C(C)(C)OB([C:33]2[CH:38]=[CH:37][C:36]([C:39]3[N:40]=[C:41]4[CH:46]=[CH:45][CH:44]=[CH:43][N:42]4[CH:47]=3)=[CH:35][CH:34]=2)O1.[NH2:49][C:50]1[N:55]=[CH:54][N:53]=[C:52]2[N:56]([C@H:76]3[CH2:81][CH2:80][C@@H:79]([N:82]4[CH2:87][CH2:86][N:85]([CH3:88])[CH2:84][CH2:83]4)[CH2:78][CH2:77]3)[N:57]=[C:58]([C:59]3[CH:64]=[CH:63][C:62](NC4OC5C=CC=CC=5N=4)=[C:61](F)[CH:60]=3)[C:51]=12, predict the reaction product. The product is: [N:40]1[C:39]([C:36]2[CH:37]=[CH:38][C:33]([C:2]3[C:10]4[C:5](=[N:6][CH:7]=[N:8][C:9]=4[NH2:11])[N:4]([C@H:12]4[CH2:17][CH2:16][C@@H:15]([N:18]5[CH2:23][CH2:22][N:21]([CH3:24])[CH2:20][CH2:19]5)[CH2:14][CH2:13]4)[N:3]=3)=[CH:34][CH:35]=2)=[CH:47][N:42]2[CH:43]=[CH:44][CH:45]=[CH:46][C:41]=12.[N:21]1[C:22]([C:62]2[CH:63]=[CH:64][C:59]([C:58]3[C:51]4[C:52](=[N:53][CH:54]=[N:55][C:50]=4[NH2:49])[N:56]([C@H:76]4[CH2:81][CH2:80][C@@H:79]([N:82]5[CH2:83][CH2:84][N:85]([CH3:88])[CH2:86][CH2:87]5)[CH2:78][CH2:77]4)[N:57]=3)=[CH:60][CH:61]=2)=[CH:23][N:18]2[CH:15]=[CH:16][CH:17]=[CH:19][C:20]=12. (9) Given the reactants [CH:1]1[C:13]2[NH:12][C:11]3[C:6](=[CH:7][CH:8]=[CH:9][CH:10]=3)[C:5]=2[CH:4]=[CH:3][CH:2]=1.[O:14]1[CH:19]=[CH:18][CH2:17][CH2:16][CH2:15]1, predict the reaction product. The product is: [O:14]1[CH2:19][CH2:18][CH2:17][CH2:16][CH:15]1[N:12]1[C:11]2[CH:10]=[CH:9][CH:8]=[CH:7][C:6]=2[C:5]2[C:13]1=[CH:1][CH:2]=[CH:3][CH:4]=2.